This data is from Forward reaction prediction with 1.9M reactions from USPTO patents (1976-2016). The task is: Predict the product of the given reaction. (1) Given the reactants [CH3:1][O:2][C:3]1[CH:4]=[CH:5][C:6]2[O:10][C:9]([C:11]([C:13]3[CH:18]=[CH:17][CH:16]=[CH:15][CH:14]=3)=O)=[C:8]([CH3:19])[C:7]=2[CH:20]=1.[NH2:21][C:22]1[CH:31]=[CH:30][C:25]([C:26]([O:28][CH3:29])=[O:27])=[CH:24][CH:23]=1.C(=O)([O-])O.[Na+].C([BH3-])#N.[Na+], predict the reaction product. The product is: [CH3:1][O:2][C:3]1[CH:4]=[CH:5][C:6]2[O:10][C:9]([CH:11]([NH:21][C:22]3[CH:23]=[CH:24][C:25]([C:26]([O:28][CH3:29])=[O:27])=[CH:30][CH:31]=3)[C:13]3[CH:18]=[CH:17][CH:16]=[CH:15][CH:14]=3)=[C:8]([CH3:19])[C:7]=2[CH:20]=1. (2) Given the reactants [CH2:1]([C:3]1[CH:8]=[CH:7][C:6]([S:9](Cl)(=[O:11])=[O:10])=[CH:5][CH:4]=1)[CH3:2].[Cl-].[Al+3].[Cl-].[Cl-].[CH:17]1[CH:22]=[CH:21][CH:20]=[CH:19][CH:18]=1.O, predict the reaction product. The product is: [C:17]1([S:9]([C:6]2[CH:7]=[CH:8][C:3]([CH2:1][CH3:2])=[CH:4][CH:5]=2)(=[O:11])=[O:10])[CH:22]=[CH:21][CH:20]=[CH:19][CH:18]=1. (3) Given the reactants [CH3:1][N:2]([CH3:20])[C:3]1[CH:4]=[C:5]2[C:10](=[CH:11][CH:12]=1)[CH:9]=[C:8]([C:13](=[C:15]([C:18]#[N:19])[C:16]#[N:17])[CH3:14])[CH:7]=[CH:6]2, predict the reaction product. The product is: [CH3:1][N:2]([CH3:20])/[CH:3]=[CH:14]/[C:13](=[C:15]([C:16]#[N:17])[C:18]#[N:19])[C:8]1[CH:7]=[CH:6][C:5]2[C:10](=[CH:11][CH:12]=[C:3]([N:2]([CH3:1])[CH3:20])[CH:4]=2)[CH:9]=1. (4) Given the reactants [Br:1][C:2]1[CH:3]=[C:4]([CH:16]=[C:17]([Cl:19])[CH:18]=1)[O:5][NH:6][C:7](=[O:15])OC1C=CC=CC=1.[C:20]([NH2:29])([C:23]1[CH:28]=[CH:27][CH:26]=[CH:25][CH:24]=1)([CH3:22])[CH3:21].C(N(CC)CC)C, predict the reaction product. The product is: [Br:1][C:2]1[CH:3]=[C:4]([CH:16]=[C:17]([Cl:19])[CH:18]=1)[O:5][NH:6][C:7]([NH:29][C:20]([C:23]1[CH:28]=[CH:27][CH:26]=[CH:25][CH:24]=1)([CH3:22])[CH3:21])=[O:15]. (5) The product is: [CH:2]([C:3]1[S:5][CH:8]=[C:9]([C:10]([O:12][CH2:13][CH3:14])=[O:11])[N:4]=1)([CH3:6])[CH3:1]. Given the reactants [CH3:1][CH:2]([CH3:6])[C:3](=[S:5])[NH2:4].Br[CH2:8][C:9](=O)[C:10]([O:12][CH2:13][CH3:14])=[O:11], predict the reaction product. (6) Given the reactants CN(C)C1C=CC=CC=1.[Br:10][C:11]1[S:26][C:14]2[O:15][C:16]3[CH:24]=[C:23]([CH3:25])[CH:22]=[CH:21][C:17]=3[NH:18][C:19](=O)[C:13]=2[CH:12]=1.P(Cl)(Cl)([Cl:29])=O.C1(C)C=CC=CC=1, predict the reaction product. The product is: [Br:10][C:11]1[S:26][C:14]2[O:15][C:16]3[CH:24]=[C:23]([CH3:25])[CH:22]=[CH:21][C:17]=3[N:18]=[C:19]([Cl:29])[C:13]=2[CH:12]=1. (7) Given the reactants [C:1]([C:3]1[CH:8]=[CH:7][C:6]([OH:9])=[CH:5][CH:4]=1)#[N:2].C([O-])([O-])=O.[K+].[K+].[F:16][C:17]1[CH:24]=[CH:23][C:20]([CH2:21]Br)=[CH:19][CH:18]=1, predict the reaction product. The product is: [F:16][C:17]1[CH:24]=[CH:23][C:20]([CH2:21][O:9][C:6]2[CH:7]=[CH:8][C:3]([C:1]#[N:2])=[CH:4][CH:5]=2)=[CH:19][CH:18]=1. (8) Given the reactants [Br:1][C:2]1[CH:3]=[C:4]([NH2:11])[C:5]2[CH:6]=[N:7][NH:8][C:9]=2[CH:10]=1.Cl.[N:13]1[CH:18]=[CH:17][CH:16]=[CH:15][C:14]=1[C:19](Cl)=[O:20].CCN(C(C)C)C(C)C, predict the reaction product. The product is: [Br:1][C:2]1[CH:10]=[C:9]2[C:5]([CH:6]=[N:7][NH:8]2)=[C:4]([NH:11][C:19]([C:14]2[CH:15]=[CH:16][CH:17]=[CH:18][N:13]=2)=[O:20])[CH:3]=1. (9) Given the reactants Br[C:2]1[CH:7]=[C:6]([O:8][CH3:9])[CH:5]=[C:4]([Br:10])[CH:3]=1.[NH:11]1[CH2:16][CH2:15][S:14][CH2:13][CH2:12]1, predict the reaction product. The product is: [Br:10][C:4]1[CH:3]=[C:2]([N:11]2[CH2:16][CH2:15][S:14][CH2:13][CH2:12]2)[CH:7]=[C:6]([O:8][CH3:9])[CH:5]=1. (10) Given the reactants [CH3:1][O:2][C:3]1[CH:4]=[C:5]([NH:13][C:14]2[CH:19]=[N:18][CH:17]=[C:16](Cl)[N:15]=2)[CH:6]=[C:7]([O:11][CH3:12])[C:8]=1[O:9][CH3:10].[Cl:21][C:22]1[CH:27]=[CH:26][C:25](B(O)O)=[CH:24][CH:23]=1, predict the reaction product. The product is: [CH3:1][O:2][C:3]1[CH:4]=[C:5]([NH:13][C:14]2[CH:19]=[N:18][CH:17]=[C:16]([C:25]3[CH:26]=[CH:27][C:22]([Cl:21])=[CH:23][CH:24]=3)[N:15]=2)[CH:6]=[C:7]([O:11][CH3:12])[C:8]=1[O:9][CH3:10].